Dataset: Forward reaction prediction with 1.9M reactions from USPTO patents (1976-2016). Task: Predict the product of the given reaction. (1) Given the reactants Br[CH:2]([CH3:9])[C:3](=[O:8])[C:4]([CH3:7])([CH3:6])[CH3:5].[C:10]([OH:15])(=[O:14])[C:11]([OH:13])=[O:12].[CH2:16]([K])[CH3:17], predict the reaction product. The product is: [CH3:9][CH:2]([O:12][C:11](=[O:13])[C:10]([O:15][CH2:16][CH3:17])=[O:14])[C:3](=[O:8])[C:4]([CH3:7])([CH3:6])[CH3:5]. (2) The product is: [CH:1]1([C:3]2[C:4]([NH:11][C@@H:12]3[C:20]4[C:15](=[CH:16][CH:17]=[CH:18][CH:19]=4)[CH2:14][C@@H:13]3[OH:21])=[N:5][C:6]([CH3:9])=[CH:7][N:8]=2)[CH2:2][CH2:23]1. Given the reactants [CH2:1]([C:3]1[C:4]([NH:11][C@@H:12]2[C:20]3[C:15](=[CH:16][CH:17]=[CH:18][CH:19]=3)[CH2:14][C@@H:13]2[OH:21])=[N:5][C:6]([CH2:9]C)=[CH:7][N:8]=1)[CH3:2].Cl[C:23]1C(C2CC2)=NC=C(C)N=1, predict the reaction product.